Dataset: Forward reaction prediction with 1.9M reactions from USPTO patents (1976-2016). Task: Predict the product of the given reaction. (1) The product is: [CH2:1]([O:8][C:9]1[CH:14]=[CH:13][C:12]([C:24]2([OH:36])[CH2:25][CH2:26][CH:27]([CH2:30][OH:31])[CH:28]([CH3:29])[CH:23]2[CH2:21][CH3:22])=[CH:11][CH:10]=1)[C:2]1[CH:7]=[CH:6][CH:5]=[CH:4][CH:3]=1. Given the reactants [CH2:1]([O:8][C:9]1[CH:14]=[CH:13][C:12](I)=[CH:11][CH:10]=1)[C:2]1[CH:7]=[CH:6][CH:5]=[CH:4][CH:3]=1.C([Mg]Cl)(C)C.[CH2:21]([CH:23]1[CH:28]([CH3:29])[CH:27]([CH2:30][O:31][Si](C)(C)C)[CH2:26][CH2:25][C:24]1=[O:36])[CH3:22].Cl, predict the reaction product. (2) Given the reactants [Cl:1][C:2]1[CH:7]=[CH:6][C:5]([S:8]([CH:11]([C:25]2[CH:30]=[C:29]([F:31])[CH:28]=[CH:27][C:26]=2[F:32])[C:12]2[C:17]([F:18])=[CH:16][N:15]=[C:14]([CH2:19][CH2:20][C:21]([O:23]C)=[O:22])[CH:13]=2)(=[O:10])=[O:9])=[CH:4][CH:3]=1.[OH-].[Na+].Cl, predict the reaction product. The product is: [Cl:1][C:2]1[CH:7]=[CH:6][C:5]([S:8]([CH:11]([C:25]2[CH:30]=[C:29]([F:31])[CH:28]=[CH:27][C:26]=2[F:32])[C:12]2[C:17]([F:18])=[CH:16][N:15]=[C:14]([CH2:19][CH2:20][C:21]([OH:23])=[O:22])[CH:13]=2)(=[O:10])=[O:9])=[CH:4][CH:3]=1. (3) Given the reactants [F:1][CH:2]([F:21])[O:3][C:4]1[CH:9]=[CH:8][C:7]([C:10]#[C:11][C:12]2[CH:13]=[CH:14][C:15]([F:19])=[C:16]([OH:18])[CH:17]=2)=[CH:6][C:5]=1[CH3:20].I[CH:23]([CH3:25])[CH3:24].C(=O)([O-])[O-].[Cs+].[Cs+], predict the reaction product. The product is: [F:21][CH:2]([F:1])[O:3][C:4]1[CH:9]=[CH:8][C:7]([C:10]#[C:11][C:12]2[CH:13]=[CH:14][C:15]([F:19])=[C:16]([O:18][CH:23]([CH3:25])[CH3:24])[CH:17]=2)=[CH:6][C:5]=1[CH3:20].